This data is from Forward reaction prediction with 1.9M reactions from USPTO patents (1976-2016). The task is: Predict the product of the given reaction. (1) The product is: [Br:8][C:6]1[CH:5]=[C:4]([C:9]2[S:10][C:11]3[CH:17]=[CH:16][CH:15]=[CH:14][C:12]=3[N:13]=2)[CH:3]=[C:2]([C:20]2[CH:19]=[N:18][CH:23]=[CH:22][CH:21]=2)[CH:7]=1. Given the reactants Br[C:2]1[CH:3]=[C:4]([C:9]2[S:10][C:11]3[CH:17]=[CH:16][CH:15]=[CH:14][C:12]=3[N:13]=2)[CH:5]=[C:6]([Br:8])[CH:7]=1.[N:18]1[CH:23]=[CH:22][CH:21]=[C:20](B(O)O)[CH:19]=1.C(=O)([O-])[O-].[K+].[K+], predict the reaction product. (2) Given the reactants C(OC(=O)C(OCC)CC1C=CC(O)=CC=1C)C.[CH3:19][O:20][C:21]1[CH:26]=[CH:25][C:24]([C:27]2[S:28][CH:29]=[C:30]([CH2:32]CO)[N:31]=2)=[CH:23][CH:22]=1.COC1C=CC(C(N)=S)=CC=1.[Cl:46]CC(CCl)=O, predict the reaction product. The product is: [Cl:46][CH2:32][C:30]1[N:31]=[C:27]([C:24]2[CH:25]=[CH:26][C:21]([O:20][CH3:19])=[CH:22][CH:23]=2)[S:28][CH:29]=1. (3) The product is: [OH:15][C:3]1[C:2]([CH3:13])([CH3:1])[O:6][C:5](=[O:7])[CH:4]=1. Given the reactants [CH3:1][C:2]1([CH3:13])[O:6][C:5](=[O:7])[CH:4]=[C:3]1N1CCCC1.C[OH:15], predict the reaction product. (4) Given the reactants [Cl:1][C:2]1[CH:3]=[CH:4][C:5]2[O:9][C:8]([C:10]3[CH:11]=[CH:12][C:13](F)=[C:14]([N+:16]([O-])=O)[CH:15]=3)=[N:7][C:6]=2[CH:20]=1.C(N(CC)CC)C.Cl.[F:29][C:30]([F:35])([F:34])[CH2:31][CH2:32][NH2:33].[H][H], predict the reaction product. The product is: [Cl:1][C:2]1[CH:3]=[CH:4][C:5]2[O:9][C:8]([C:10]3[CH:11]=[CH:12][C:13]([NH:33][CH2:32][CH2:31][C:30]([F:35])([F:34])[F:29])=[C:14]([CH:15]=3)[NH2:16])=[N:7][C:6]=2[CH:20]=1. (5) Given the reactants C([O:3][C:4](=[O:40])[C:5]([O:35][CH2:36][CH2:37][CH2:38][CH3:39])([CH3:34])[CH2:6][C:7]1[CH:12]=[CH:11][C:10]([O:13][CH2:14][CH2:15][CH:16]2[CH2:20][N:19]([CH2:21][C:22]3[CH:27]=[CH:26][CH:25]=[C:24]([C:28]([F:31])([F:30])[F:29])[CH:23]=3)[C:18](=[O:32])[N:17]2[CH3:33])=[CH:9][CH:8]=1)C.[OH-].[Na+], predict the reaction product. The product is: [CH2:36]([O:35][C:5]([CH3:34])([CH2:6][C:7]1[CH:8]=[CH:9][C:10]([O:13][CH2:14][CH2:15][CH:16]2[CH2:20][N:19]([CH2:21][C:22]3[CH:27]=[CH:26][CH:25]=[C:24]([C:28]([F:31])([F:29])[F:30])[CH:23]=3)[C:18](=[O:32])[N:17]2[CH3:33])=[CH:11][CH:12]=1)[C:4]([OH:40])=[O:3])[CH2:37][CH2:38][CH3:39].